Task: Predict the reactants needed to synthesize the given product.. Dataset: Full USPTO retrosynthesis dataset with 1.9M reactions from patents (1976-2016) (1) Given the product [C:12]([N:4]([CH2:3][CH2:2][OH:1])[CH2:5][CH2:6][N:7]([C:12]([O:14][C:15]([CH3:18])([CH3:17])[CH3:16])=[O:11])[CH2:8][CH2:9][OH:10])([O:14][C:15]([CH3:18])([CH3:17])[CH3:16])=[O:11], predict the reactants needed to synthesize it. The reactants are: [OH:1][CH2:2][CH2:3][NH:4][CH2:5][CH2:6][NH:7][CH2:8][CH2:9][OH:10].[O:11](C(OC(C)(C)C)=O)[C:12]([O:14][C:15]([CH3:18])([CH3:17])[CH3:16])=O. (2) The reactants are: [F:1][C:2]1[CH:32]=[CH:31][C:30]([C:33]([NH:35][C:36]2[CH:41]=[C:40]([CH3:42])[CH:39]=[CH:38][C:37]=2[F:43])=[O:34])=[CH:29][C:3]=1[O:4][C:5]1[CH:10]=[CH:9][N:8]=[C:7]([C:11]2[NH:15][CH:14]=[C:13]([C:16]([NH:18][CH2:19][CH2:20][NH:21]C(=O)OC(C)(C)C)=[O:17])[CH:12]=2)[CH:6]=1.FC(F)(F)C(O)=O. Given the product [NH2:21][CH2:20][CH2:19][NH:18][C:16]([C:13]1[CH:12]=[C:11]([C:7]2[CH:6]=[C:5]([O:4][C:3]3[CH:29]=[C:30]([C:33]([NH:35][C:36]4[CH:41]=[C:40]([CH3:42])[CH:39]=[CH:38][C:37]=4[F:43])=[O:34])[CH:31]=[CH:32][C:2]=3[F:1])[CH:10]=[CH:9][N:8]=2)[NH:15][CH:14]=1)=[O:17], predict the reactants needed to synthesize it.